The task is: Binary Classification. Given a miRNA mature sequence and a target amino acid sequence, predict their likelihood of interaction.. This data is from Experimentally validated miRNA-target interactions with 360,000+ pairs, plus equal number of negative samples. (1) The miRNA is hsa-miR-3648 with sequence AGCCGCGGGGAUCGCCGAGGG. The protein sequence of the target gene is METTSLQRKFPEWMSMQSQRCATEEKACVQKSVLEDNLPFLEFPGSIVYSYEASDCSFLSEDISMRLSDGDVVGFDMEWPPIYKPGKRSRVAVIQLCVSESKCYLFHISSMSVFPQGLKMLLENKSIKKAGVGIEGDQWKLLRDFDVKLESFVELTDVANEKLKCAETWSLNGLVKHVLGKQLLKDKSIRCSNWSNFPLTEDQKLYAATDAYAGLIIYQKLGNLGDTAQVFALNKAEENLPLEMKKQLNSISEEMRDLANRFPVTCRNLETLQRVPVILKSISENLCSLRKVICGPTNTE.... Result: 0 (no interaction). (2) The miRNA is hsa-miR-30e-5p with sequence UGUAAACAUCCUUGACUGGAAG. Result: 0 (no interaction). The protein sequence of the target gene is MLPWKKHKFELLAEAPPRQASKPKGYAVSLHYSALSSLARACPEGALSRVGSMFRSKRKKLHITSEDPTYTVLYLGNATTIQARGDGCTDLAVGKIWSKSEAGRQGTKMKLTVSAQGIRMVHAEERALRRPGHLYLLHRVTYCVADARLPKVFAWVYRHELKHKAVMLRCHAVLVSKPEKAQAMALLLYQTSANALAEFKRLKRRDDARHQQQELVGAHTIPLVPLRKLLLHGPCCYKPPVERSRSAPKLGSITEDLLGEQQEEELQEEEEEHLEDCLEEEEEEDGVGDGDPAEEEAEAQ.... (3) The miRNA is mmu-miR-202-3p with sequence AGAGGUAUAGCGCAUGGGAAGA. The protein sequence of the target gene is MDSVEEPQKKVFKARKTMRASDRQQLDAVHRVKGELLRADGKLLNGSHENGDLDPTSPLENTDCIQDREEVNGIDGICFQSEESTTEWKETPCMPNVAVKNKQEDLNSEALSPSITCDLSSRVTTEPGSGSPASDNPGCGTPVSDNPASDNPASDNPASDNPDSGDLAAGELATTVQATGDSACEEPPSSDPSSSDPTSSEPSSSEPTCSEPISGDPVSEEAASHDLVSGDSTCSEPVSGEPVSHEAASSEPATSEPASDEPVARVVAACELAPGESALDDCAPSGDSQSDEPPSSEDSL.... Result: 0 (no interaction). (4) The miRNA is hsa-miR-8054 with sequence GAAAGUACAGAUCGGAUGGGU. The protein sequence of the target gene is MVKYFLGQSVLRSSWDQVFAAFWQRYPNPYSKHVLTEDIVHREVTPDQKLLSRRLLTKTNRMPRWAERLFPANVAHSVYVLEDSIVDPQNQTMTTFTWNINHARLMVVEERCVYCVNSDNSGWTEIRREAWVSSSLFGVSRAVQEFGLARFKSNVTKTMKGFEYILAKLQGEAPSKTLVETAKEAKEKAKETALAATEKAKDLASKAATKKQQQQQQFV. Result: 1 (interaction). (5) The miRNA is hsa-miR-197-3p with sequence UUCACCACCUUCUCCACCCAGC. The protein sequence of the target gene is MMCTAKKCGIRFQPPAIILIYESEIKGKIRQRIMPVRNFSKFSDCTRAAEQLKNNPRHKSYLEQVSLRQLEKLFSFLRGYLSGQSLAETMEQIQRETTIDPEEDLNKLDDKELAKRKSIMDELFEKNQKKKDDPNFVYDIEVEFPQDDQLQSCGWDTESADEF. Result: 1 (interaction). (6) The miRNA is mmu-miR-148a-3p with sequence UCAGUGCACUACAGAACUUUGU. The protein sequence of the target gene is MGLWALLPSWVSTTLLLALTALPAALAANSSGRWWGIVNIASSTNLLTDSKSLQLVLEPSLQLLSRKQRRLIRQNPGILHSVSGGLQSAVRECKWQFRNRRWNCPTAPGPHLFGKIVNRGCRETAFIFAITSAGVTHSVARSCSEGSIESCTCDYRRRGPGGPDWHWGGCSDNIDFGRLFGREFVDSGEKGRDLRFLMNLHNNEAGRTTVFSEMRQECKCHGMSGSCTVRTCWMRLPTLRAVGDVLRDRFDGASRVLYGNRGSNRASRAELLRLEPEDPAHKPPSPHDLVYFEKSPNFCT.... Result: 1 (interaction). (7) The miRNA is mmu-miR-691 with sequence AUUCCUGAAGAGAGGCAGAAAA. The protein sequence of the target gene is MAETKLQLFVKASEDGESVGHCPSCQRLFMVLLLKGVPFTLTTVDTRRSPDVLKDFAPGSQLPILLYDSDAKTDTLQIEDFLEETLGPPDFPSLAPRYRESNTAGNDVFHKFSAFIKNPVPAQDEALYQQLLRALARLDSYLRAPLEHELAGEPQLRESRRRFLDGDRLTLADCSLLPKLHIVDTVCAHFRQAPIPAELRGVRRYLDSAMQEKEFKYTCPHSAEILAAYRPAVHPR. Result: 0 (no interaction). (8) The miRNA is hsa-miR-4700-5p with sequence UCUGGGGAUGAGGACAGUGUGU. The protein sequence of the target gene is MIASCLCYLLLPATRLFRALSDAFFTCRKNVLLANSSSPQVEGDFAMAPRGPEQEECEGLLQQWREEGLSQVLSTASEGPLIDKGLAQSSLALLMDNPGEENAASEDRWSSRQLSDLRAAENLDEPFPEMLGEEPLLEVEGVEGSMWAAIPMQSEPQYADCAALPVGALATEQWEEDPAVLAWSIAPEPVPQEEASIWPFEGLGQLQPPAVEIPYHEILWREWEDFSTQPDAQGLKAGDGPQFQFTLMSYNILAQDLMQQSSELYLHCHPDILNWNYRFVNLMQEFQHWDPDILCLQEVQ.... Result: 1 (interaction). (9) The miRNA is hsa-miR-6720-5p with sequence UUCCAGCCCUGGUAGGCGCCGCG. The protein sequence of the target gene is MALVTVQRSPTPSTTSSPCASEADSGEEECRSQPRSISESFLTVKGAALFLPRGNGSSTPRISHRRNKHAGDLQQHLQAMFILLRPEDNIRLAVRLESTYQNRTRYMVVVSTNGRQDTEESIVLGMDFSSNDSSTCTMGLVLPLWSDTLIHLDGDGGFSVSTDNRVHIFKPVSVQAMWSALQSLHKACEVARAHNYYPGSLFLTWVSYYESHINSDQSSVNEWNAMQDVQSHRPDSPALFTDIPTERERTERLIKTKLREIMMQKDLENITSKEIRTELEMQMVCNLREFKEFIDNEMIV.... Result: 1 (interaction). (10) The miRNA is mmu-miR-378a-3p with sequence ACUGGACUUGGAGUCAGAAGG. The protein sequence of the target gene is MGSPRLAALLLSLPLLLIGLAVSARVACPCLRSWTSHCLLAYRVDKRFAGLQWGWFPLLVRKSKSPPKFEDYWRHRTPASFQRKLLGSPSLSEESHRISIPSSAISHRGQRTKRAQPSAAEGREHLPEAGSQKCGGPEFSFDLLPEVQAVRVTIPAGPKASVRLCYQWALECEDLSSPFDTQKIVSGGHTVDLPYEFLLPCMCIEASYLQEDTVRRKKCPFQSWPEAYGSDFWQSIRFTDYSQHNQMVMALTLRCPLKLEASLCWRQDPLTPCETLPNATAQESEGWYILENVDLHPQLC.... Result: 1 (interaction).